This data is from Full USPTO retrosynthesis dataset with 1.9M reactions from patents (1976-2016). The task is: Predict the reactants needed to synthesize the given product. (1) Given the product [NH3:3].[Cl:43][C:44]1[CH:45]=[C:46]([CH2:51][C:52]([NH:8][CH2:9][CH2:10][C:11]2[CH:12]=[CH:13][C:14]([O:15][CH2:16][CH2:17][C:18]3[CH:23]=[CH:22][C:21]([OH:24])=[C:20]([C@@H:25]([C:35]4[CH:36]=[CH:37][CH:38]=[CH:39][CH:40]=4)[CH2:26][CH2:27][N:28]([CH:32]([CH3:33])[CH3:34])[CH:29]([CH3:31])[CH3:30])[CH:19]=3)=[CH:41][CH:42]=2)=[O:53])[CH:47]=[CH:48][C:49]=1[OH:50], predict the reactants needed to synthesize it. The reactants are: C([N:3](CC)CC)C.[NH2:8][CH2:9][CH2:10][C:11]1[CH:42]=[CH:41][C:14]([O:15][CH2:16][CH2:17][C:18]2[CH:23]=[CH:22][C:21]([OH:24])=[C:20]([C@@H:25]([C:35]3[CH:40]=[CH:39][CH:38]=[CH:37][CH:36]=3)[CH2:26][CH2:27][N:28]([CH:32]([CH3:34])[CH3:33])[CH:29]([CH3:31])[CH3:30])[CH:19]=2)=[CH:13][CH:12]=1.[Cl:43][C:44]1[CH:45]=[C:46]([CH2:51][C:52](O)=[O:53])[CH:47]=[CH:48][C:49]=1[OH:50].C1C=C2N=NN(O)C2=CC=1.O.Cl.CN(C)CCCN=C=NCC. (2) Given the product [Cl:3][CH:16]([C:11]1[C:10]([C:19]2[CH:20]=[N:21][CH:22]=[C:23]([F:25])[CH:24]=2)=[CH:9][C:8]2[C:13](=[CH:14][CH:15]=[C:6]([F:5])[CH:7]=2)[N:12]=1)[CH3:17], predict the reactants needed to synthesize it. The reactants are: S(Cl)([Cl:3])=O.[F:5][C:6]1[CH:7]=[C:8]2[C:13](=[CH:14][CH:15]=1)[N:12]=[C:11]([CH:16](O)[CH3:17])[C:10]([C:19]1[CH:20]=[N:21][CH:22]=[C:23]([F:25])[CH:24]=1)=[CH:9]2. (3) Given the product [Cl:1][C:2]1[CH:3]=[C:4]2[C:9](=[CH:10][C:11]=1[C:12]([N:63]1[CH2:68][CH2:67][S:66][CH2:65][CH2:64]1)=[O:13])[N:8]=[CH:7][N:6]=[C:5]2[NH:15][CH:16]([C:18]1[NH:22][C:21]2[CH:23]=[CH:24][C:25]([Cl:27])=[CH:26][C:20]=2[N:19]=1)[CH3:17], predict the reactants needed to synthesize it. The reactants are: [Cl:1][C:2]1[CH:3]=[C:4]2[C:9](=[CH:10][C:11]=1[C:12](O)=[O:13])[N:8]=[CH:7][N:6]=[C:5]2[NH:15][CH:16]([C:18]1[NH:22][C:21]2[CH:23]=[CH:24][C:25]([Cl:27])=[CH:26][C:20]=2[N:19]=1)[CH3:17].FC1C(OC(N(C)C)=[N+](C)C)=C(F)C(F)=C(F)C=1F.F[P-](F)(F)(F)(F)F.C(N(C(C)C)CC)(C)C.[NH:63]1[CH2:68][CH2:67][S:66][CH2:65][CH2:64]1. (4) Given the product [OH:2][CH:1]([C:3]1[CH:4]=[N:5][C:6]2[C:11]([CH:12]=1)=[CH:10][CH:9]=[C:8]([NH:13][C:14](=[O:23])[O:15][CH2:16][C:17]1[CH:22]=[CH:21][CH:20]=[CH:19][CH:18]=1)[CH:7]=2)[CH3:26], predict the reactants needed to synthesize it. The reactants are: [CH:1]([C:3]1[CH:4]=[N:5][C:6]2[C:11]([CH:12]=1)=[CH:10][CH:9]=[C:8]([NH:13][C:14](=[O:23])[O:15][CH2:16][C:17]1[CH:22]=[CH:21][CH:20]=[CH:19][CH:18]=1)[CH:7]=2)=[O:2].[Li]C.[CH3:26]COCC. (5) Given the product [C:16]([O:20][C:21]([N:23]1[CH2:32][CH2:31][C:30]2[C:25](=[CH:26][CH:27]=[C:28]([CH2:33][CH2:34][N:12]3[CH:13]=[CH:14][C:9]([O:8][CH2:1][C:2]4[CH:3]=[CH:4][CH:5]=[CH:6][CH:7]=4)=[CH:10][C:11]3=[O:15])[CH:29]=2)[CH2:24]1)=[O:22])([CH3:19])([CH3:18])[CH3:17], predict the reactants needed to synthesize it. The reactants are: [CH2:1]([O:8][C:9]1[CH:14]=[CH:13][NH:12][C:11](=[O:15])[CH:10]=1)[C:2]1[CH:7]=[CH:6][CH:5]=[CH:4][CH:3]=1.[C:16]([O:20][C:21]([N:23]1[CH2:32][CH2:31][C:30]2[C:25](=[CH:26][CH:27]=[C:28]([CH2:33][CH2:34]OS(C3C=CC(C)=CC=3)(=O)=O)[CH:29]=2)[CH2:24]1)=[O:22])([CH3:19])([CH3:18])[CH3:17].